Dataset: Forward reaction prediction with 1.9M reactions from USPTO patents (1976-2016). Task: Predict the product of the given reaction. (1) Given the reactants [C:1]([O:5][C:6]([N:8]1[CH2:14][CH2:13][C:12]2[CH:15]=[C:16]([C:19](=[N:21][OH:22])[CH3:20])[CH:17]=[CH:18][C:11]=2[CH2:10][CH2:9]1)=[O:7])([CH3:4])([CH3:3])[CH3:2].[CH2:23]([Li])[CH2:24]CC.CN(OC)C(=O)C.S(=O)(=O)(O)O.C(=O)(O)[O-].[Na+].C(OC(OC(C)(C)C)=O)(OC(C)(C)C)=O.Cl.NO, predict the reaction product. The product is: [C:1]([O:5][C:6]([N:8]1[CH2:14][CH2:13][C:12]2[CH:15]=[C:16]([C:19]3[CH:20]=[C:23]([CH3:24])[O:22][N:21]=3)[CH:17]=[CH:18][C:11]=2[CH2:10][CH2:9]1)=[O:7])([CH3:4])([CH3:2])[CH3:3]. (2) Given the reactants [C:1]([C:5]1[O:9][C:8](=[NH:10])[N:7]([CH2:11][C@H:12]2[CH2:16][CH2:15][CH2:14][O:13]2)[CH:6]=1)([CH3:4])([CH3:3])[CH3:2].CCN=C=NCCCN(C)C.Cl.ON1C2C=CC=CC=2N=N1.C(N(CC)CC)C.[Cl:46][C:47]1[CH:48]=[CH:49][C:50]([O:56][CH3:57])=[C:51]([CH:55]=1)[C:52](O)=[O:53], predict the reaction product. The product is: [C:1]([C:5]1[O:9]/[C:8](=[N:10]\[C:52](=[O:53])[C:51]2[CH:55]=[C:47]([Cl:46])[CH:48]=[CH:49][C:50]=2[O:56][CH3:57])/[N:7]([CH2:11][C@H:12]2[CH2:16][CH2:15][CH2:14][O:13]2)[CH:6]=1)([CH3:4])([CH3:2])[CH3:3]. (3) The product is: [C:10]([CH2:9][CH2:8][C:5]1[CH:4]=[CH:3][C:2]([O:1][C:14](=[O:15])[N:13]([CH3:12])[C:17]2[CH:22]=[CH:21][CH:20]=[CH:19][CH:18]=2)=[CH:7][CH:6]=1)#[N:11]. Given the reactants [OH:1][C:2]1[CH:7]=[CH:6][C:5]([CH2:8][CH2:9][C:10]#[N:11])=[CH:4][CH:3]=1.[CH3:12][N:13]([C:17]1[CH:22]=[CH:21][CH:20]=[CH:19][CH:18]=1)[C:14](Cl)=[O:15], predict the reaction product. (4) The product is: [ClH:17].[OH:16][C@@H:10]1[C@@H:11]([CH2:13][CH2:14][CH3:15])[CH2:12][NH:8][CH2:9]1. Given the reactants C(OC([N:8]1[CH2:12][C@H:11]([CH2:13][CH2:14][CH3:15])[C@@H:10]([OH:16])[CH2:9]1)=O)(C)(C)C.[ClH:17], predict the reaction product.